Dataset: Forward reaction prediction with 1.9M reactions from USPTO patents (1976-2016). Task: Predict the product of the given reaction. (1) Given the reactants [O:1]1[CH:5]=[CH:4][N:3]=[CH:2]1.C([Li])CCC.COCN[C:15]([CH:17]1[CH2:21][C:20](=[O:22])[N:19]([C@H:23]([C:25]2[CH:30]=[CH:29][CH:28]=[CH:27][CH:26]=2)[CH3:24])[CH2:18]1)=[O:16].[Cl-].[NH4+], predict the reaction product. The product is: [O:1]1[CH:5]=[C:4]([C:15]([CH:17]2[CH2:18][N:19]([C@H:23]([C:25]3[CH:30]=[CH:29][CH:28]=[CH:27][CH:26]=3)[CH3:24])[C:20](=[O:22])[CH2:21]2)=[O:16])[N:3]=[CH:2]1. (2) Given the reactants NN.O=C1C2C(=CC=CC=2)C(=O)[N:5]1[C:14]1[C:21]([CH3:22])=[CH:20][C:17]([C:18]#[N:19])=[C:16]([O:23][CH3:24])[CH:15]=1.[Cl-].[Na+].C(=O)([O-])O.[Na+], predict the reaction product. The product is: [NH2:5][C:14]1[C:21]([CH3:22])=[CH:20][C:17]([C:18]#[N:19])=[C:16]([O:23][CH3:24])[CH:15]=1.